Dataset: TCR-epitope binding with 47,182 pairs between 192 epitopes and 23,139 TCRs. Task: Binary Classification. Given a T-cell receptor sequence (or CDR3 region) and an epitope sequence, predict whether binding occurs between them. (1) The epitope is VVYRGTTTY. The TCR CDR3 sequence is CASSLGETQYF. Result: 0 (the TCR does not bind to the epitope). (2) The epitope is AMFWSVPTV. The TCR CDR3 sequence is CSASLDYSTDTQYF. Result: 0 (the TCR does not bind to the epitope).